From a dataset of Forward reaction prediction with 1.9M reactions from USPTO patents (1976-2016). Predict the product of the given reaction. (1) Given the reactants C1(C2CCCCCCCC2)BCCCCCCC1.[CH3:19][O:20][CH2:21][O:22][C:23]1[CH:28]=[C:27]([O:29][CH2:30][O:31][CH3:32])[CH:26]=[CH:25][C:24]=1[CH:33]1[CH2:38][CH2:37][CH2:36][C:35](=[CH2:39])[CH2:34]1.OO.[OH-].[Na+].S(S([O-])=O)([O-])(=O)=[O:45].[Na+].[Na+], predict the reaction product. The product is: [CH3:19][O:20][CH2:21][O:22][C:23]1[CH:28]=[C:27]([O:29][CH2:30][O:31][CH3:32])[CH:26]=[CH:25][C:24]=1[CH:33]1[CH2:38][CH2:37][CH2:36][CH:35]([CH2:39][OH:45])[CH2:34]1. (2) Given the reactants [Cl:1][C:2]1[CH:26]=[CH:25][C:5]([CH2:6][N:7]2[C:15]3[C:10](=[CH:11][C:12]([CH:16]=[C:17]4[S:21][CH:20](SC)[NH:19][C:18]4=[O:24])=[CH:13][CH:14]=3)[CH:9]=[N:8]2)=[C:4]([C:27]([F:30])([F:29])[F:28])[CH:3]=1.[CH3:31][NH:32][CH2:33][CH2:34][C:35]#[N:36], predict the reaction product. The product is: [Cl:1][C:2]1[CH:26]=[CH:25][C:5]([CH2:6][N:7]2[C:15]3[C:10](=[CH:11][C:12]([CH:16]=[C:17]4[S:21][C:20]([N:32]([CH3:31])[CH2:33][CH2:34][C:35]#[N:36])=[N:19][C:18]4=[O:24])=[CH:13][CH:14]=3)[CH:9]=[N:8]2)=[C:4]([C:27]([F:30])([F:28])[F:29])[CH:3]=1. (3) Given the reactants [O:1]=[C:2]([CH2:8][CH2:9][CH2:10][CH3:11])[CH2:3][C:4]([O:6][CH3:7])=[O:5].[H-].[Na+].Br[CH2:15][C:16]1[C:21]([F:22])=[CH:20][C:19]([C:23]2[C:24]([C:29]#[N:30])=[CH:25][CH:26]=[CH:27][CH:28]=2)=[CH:18][C:17]=1[F:31], predict the reaction product. The product is: [C:29]([C:24]1[CH:25]=[CH:26][CH:27]=[CH:28][C:23]=1[C:19]1[CH:18]=[C:17]([F:31])[C:16]([CH2:15][CH:3]([C:2](=[O:1])[CH2:8][CH2:9][CH2:10][CH3:11])[C:4]([O:6][CH3:7])=[O:5])=[C:21]([F:22])[CH:20]=1)#[N:30]. (4) Given the reactants Cl.[CH3:2][O:3][C:4]1[C:12]([O:13][CH2:14][C:15]2[S:16][C:17]([C:26]([F:29])([F:28])[F:27])=[C:18]([C:20]3[CH:25]=[CH:24][CH:23]=[CH:22][CH:21]=3)[CH:19]=2)=[CH:11][CH:10]=[C:9]2[C:5]=1[CH2:6][CH2:7][NH:8]2.[C:30]([O:34][C:35]([N:37]([CH2:47][C:48](O)=[O:49])[CH2:38][CH2:39][C:40]([O:42][C:43]([CH3:46])([CH3:45])[CH3:44])=[O:41])=[O:36])([CH3:33])([CH3:32])[CH3:31].CCN=C=NCCCN(C)C.Cl.C1C=CC2N(O)N=NC=2C=1, predict the reaction product. The product is: [C:43]([O:42][C:40](=[O:41])[CH2:39][CH2:38][N:37]([C:35]([O:34][C:30]([CH3:33])([CH3:32])[CH3:31])=[O:36])[CH2:47][C:48]([N:8]1[C:9]2[C:5](=[C:4]([O:3][CH3:2])[C:12]([O:13][CH2:14][C:15]3[S:16][C:17]([C:26]([F:27])([F:29])[F:28])=[C:18]([C:20]4[CH:25]=[CH:24][CH:23]=[CH:22][CH:21]=4)[CH:19]=3)=[CH:11][CH:10]=2)[CH2:6][CH2:7]1)=[O:49])([CH3:45])([CH3:46])[CH3:44]. (5) The product is: [F:9][C:2]([F:1])([F:8])[C:3](=[O:5])[CH2:25][C:24]([C:21]1[CH:22]=[CH:23][C:18]([C:14]2[O:13][CH:17]=[CH:16][CH:15]=2)=[CH:19][C:20]=1[CH3:27])=[O:26]. Given the reactants [F:1][C:2]([F:9])([F:8])[C:3]([O:5]CC)=O.C[O-].[Na+].[O:13]1[CH:17]=[CH:16][CH:15]=[C:14]1[C:18]1[CH:23]=[CH:22][C:21]([C:24](=[O:26])[CH3:25])=[C:20]([CH3:27])[CH:19]=1.Cl, predict the reaction product. (6) Given the reactants F[C:2](F)(F)C(O)=O.[Cl:8][C:9]1[CH:17]=[C:16]2[C:12]([CH:13]=[C:14]([C:18]([NH:20][C@H:21]3[CH2:25][CH2:24][NH:23][CH2:22]3)=[O:19])[NH:15]2)=[CH:11][CH:10]=1.N, predict the reaction product. The product is: [Cl:8][C:9]1[CH:17]=[C:16]2[C:12]([CH:13]=[C:14]([C:18]([NH:20][C@H:21]3[CH2:25][CH2:24][N:23]([CH3:2])[CH2:22]3)=[O:19])[NH:15]2)=[CH:11][CH:10]=1.